This data is from Full USPTO retrosynthesis dataset with 1.9M reactions from patents (1976-2016). The task is: Predict the reactants needed to synthesize the given product. Given the product [CH2:1]([O:3][C:4](=[O:25])[CH2:5][CH:6]1[O:10][B:9]([OH:11])[C:8]2[CH:12]=[C:13]([O:17][C:18]3[CH:23]=[CH:22][CH:21]=[C:20]([O:24][CH2:35][CH2:34][CH2:33][NH:32][C:31]([O:30][C:26]([CH3:27])([CH3:29])[CH3:28])=[O:37])[CH:19]=3)[CH:14]=[C:15]([CH3:16])[C:7]1=2)[CH3:2], predict the reactants needed to synthesize it. The reactants are: [CH2:1]([O:3][C:4](=[O:25])[CH2:5][CH:6]1[O:10][B:9]([OH:11])[C:8]2[CH:12]=[C:13]([O:17][C:18]3[CH:23]=[CH:22][CH:21]=[C:20]([OH:24])[CH:19]=3)[CH:14]=[C:15]([CH3:16])[C:7]1=2)[CH3:2].[C:26]([O:30][C:31](=[O:37])[NH:32][CH2:33][CH2:34][CH2:35]Br)([CH3:29])([CH3:28])[CH3:27].[H-].[Na+].[NH4+].[Cl-].Cl.